From a dataset of NCI-60 drug combinations with 297,098 pairs across 59 cell lines. Regression. Given two drug SMILES strings and cell line genomic features, predict the synergy score measuring deviation from expected non-interaction effect. (1) Drug 1: CC1OCC2C(O1)C(C(C(O2)OC3C4COC(=O)C4C(C5=CC6=C(C=C35)OCO6)C7=CC(=C(C(=C7)OC)O)OC)O)O. Drug 2: COCCOC1=C(C=C2C(=C1)C(=NC=N2)NC3=CC=CC(=C3)C#C)OCCOC.Cl. Cell line: MALME-3M. Synergy scores: CSS=13.6, Synergy_ZIP=-5.70, Synergy_Bliss=-0.177, Synergy_Loewe=0.340, Synergy_HSA=0.350. (2) Drug 1: CC1=C(N=C(N=C1N)C(CC(=O)N)NCC(C(=O)N)N)C(=O)NC(C(C2=CN=CN2)OC3C(C(C(C(O3)CO)O)O)OC4C(C(C(C(O4)CO)O)OC(=O)N)O)C(=O)NC(C)C(C(C)C(=O)NC(C(C)O)C(=O)NCCC5=NC(=CS5)C6=NC(=CS6)C(=O)NCCC[S+](C)C)O. Drug 2: N.N.Cl[Pt+2]Cl. Cell line: MCF7. Synergy scores: CSS=30.6, Synergy_ZIP=-8.08, Synergy_Bliss=-3.77, Synergy_Loewe=-9.86, Synergy_HSA=0.588. (3) Drug 1: CC=C1C(=O)NC(C(=O)OC2CC(=O)NC(C(=O)NC(CSSCCC=C2)C(=O)N1)C(C)C)C(C)C. Drug 2: CS(=O)(=O)OCCCCOS(=O)(=O)C. Cell line: NCI-H460. Synergy scores: CSS=81.2, Synergy_ZIP=-5.43, Synergy_Bliss=-1.44, Synergy_Loewe=-1.45, Synergy_HSA=2.04. (4) Drug 1: C1CN1P(=S)(N2CC2)N3CC3. Drug 2: CCC(=C(C1=CC=CC=C1)C2=CC=C(C=C2)OCCN(C)C)C3=CC=CC=C3.C(C(=O)O)C(CC(=O)O)(C(=O)O)O. Cell line: NCI-H460. Synergy scores: CSS=29.7, Synergy_ZIP=-1.20, Synergy_Bliss=0.974, Synergy_Loewe=-13.8, Synergy_HSA=-0.456.